From a dataset of Forward reaction prediction with 1.9M reactions from USPTO patents (1976-2016). Predict the product of the given reaction. Given the reactants [F:1][C:2]1[C:3]([C:18]2[N:22]([CH:23]([CH3:25])[CH3:24])[C:21]([CH3:26])=[N:20][CH:19]=2)=[N:4][C:5]([NH:8][C:9]2[CH:17]=[CH:16][C:12]([C:13]([OH:15])=O)=[CH:11][N:10]=2)=[N:6][CH:7]=1.[CH3:27][N:28](C(ON1N=NC2C=CC=NC1=2)=[N+](C)C)[CH3:29].F[P-](F)(F)(F)(F)F.CCN(C(C)C)C(C)C.CNC.CCO, predict the reaction product. The product is: [F:1][C:2]1[C:3]([C:18]2[N:22]([CH:23]([CH3:25])[CH3:24])[C:21]([CH3:26])=[N:20][CH:19]=2)=[N:4][C:5]([NH:8][C:9]2[CH:17]=[CH:16][C:12]([C:13]([N:28]([CH3:29])[CH3:27])=[O:15])=[CH:11][N:10]=2)=[N:6][CH:7]=1.